From a dataset of Full USPTO retrosynthesis dataset with 1.9M reactions from patents (1976-2016). Predict the reactants needed to synthesize the given product. (1) Given the product [N+:12]([C:3]1[C:2](=[O:11])[NH:1][C:10]2[CH2:9][CH2:8][CH2:7][CH2:6][C:5]=2[CH:4]=1)([O-:14])=[O:13], predict the reactants needed to synthesize it. The reactants are: [NH:1]1[C:10]2[CH2:9][CH2:8][CH2:7][CH2:6][C:5]=2[CH:4]=[CH:3][C:2]1=[O:11].[N+:12]([O-])([OH:14])=[O:13]. (2) Given the product [CH2:12]([O:19][C:20]([N:22]1[CH:23]([CH3:29])[CH2:24][CH2:25][CH:26]2[CH:27]([O:9]2)[CH2:28]1)=[O:21])[C:13]1[CH:14]=[CH:15][CH:16]=[CH:17][CH:18]=1, predict the reactants needed to synthesize it. The reactants are: ClC1C=CC=C(C(OO)=[O:9])C=1.[CH2:12]([O:19][C:20]([N:22]1[CH2:28][CH:27]=[CH:26][CH2:25][CH2:24][CH:23]1[CH3:29])=[O:21])[C:13]1[CH:18]=[CH:17][CH:16]=[CH:15][CH:14]=1. (3) Given the product [CH2:1]([N:3]1[C:12]2[C:7](=[N:8][CH:9]=[C:10]([CH2:13][C:14]3[CH:15]=[CH:16][C:17]([F:20])=[CH:18][CH:19]=3)[CH:11]=2)[C:6]([OH:21])=[C:5]([C:22]([NH:28][CH2:29][CH:30]([OH:32])[CH3:31])=[O:23])[C:4]1=[O:27])[CH3:2], predict the reactants needed to synthesize it. The reactants are: [CH2:1]([N:3]1[C:12]2[C:7](=[N:8][CH:9]=[C:10]([CH2:13][C:14]3[CH:19]=[CH:18][C:17]([F:20])=[CH:16][CH:15]=3)[CH:11]=2)[C:6]([OH:21])=[C:5]([C:22](OCC)=[O:23])[C:4]1=[O:27])[CH3:2].[NH2:28][CH2:29][CH:30]([OH:32])[CH3:31]. (4) Given the product [NH2:30][C:31]1[S:35][C:34]([C:36]2[CH:41]=[CH:40][CH:39]=[CH:38][N:37]=2)=[N:33][C:32]=1[C:42]([NH:1][C:2]1[CH:3]=[N:4][N:5]([CH3:22])[C:6]=1[N:7]1[CH2:13][CH2:12][C@@H:11]([F:14])[C@@H:10]([NH2:15])[CH2:9][CH2:8]1)=[O:43], predict the reactants needed to synthesize it. The reactants are: [NH2:1][C:2]1[CH:3]=[N:4][N:5]([CH3:22])[C:6]=1[N:7]1[CH2:13][CH2:12][CH:11]([F:14])[CH:10]([NH:15]C(=O)C(F)(F)F)[CH2:9][CH2:8]1.C(OC([NH:30][C:31]1[S:35][C:34]([C:36]2[CH:41]=[CH:40][CH:39]=[CH:38][N:37]=2)=[N:33][C:32]=1[C:42](O)=[O:43])=O)(C)(C)C. (5) Given the product [C:18]([C:15]1[CH:14]=[CH:13][C:12]([S:9]([NH:8][C:7]2[C:2]([C:31](=[O:32])[C:30]3[CH:37]=[CH:38][CH:39]=[C:28]([O:27][CH3:26])[CH:29]=3)=[N:3][CH:4]=[C:5]([Cl:25])[CH:6]=2)(=[O:11])=[O:10])=[CH:17][CH:16]=1)([CH3:20])([CH3:19])[CH3:21], predict the reactants needed to synthesize it. The reactants are: Br[C:2]1[C:7]([N:8](COC)[S:9]([C:12]2[CH:17]=[CH:16][C:15]([C:18]([CH3:21])([CH3:20])[CH3:19])=[CH:14][CH:13]=2)(=[O:11])=[O:10])=[CH:6][C:5]([Cl:25])=[CH:4][N:3]=1.[CH3:26][O:27][C:28]1[CH:29]=[C:30]([CH:37]=[CH:38][CH:39]=1)[C:31](N(OC)C)=[O:32].Cl.O1CCOCC1. (6) Given the product [OH:25][C:22]1[CH:23]=[CH:24][C:19]([C:16]2[S:15][C:14]([NH:13][C:1](=[O:8])[CH2:2][CH2:3][CH2:4][CH2:5][CH3:6])=[N:18][N:17]=2)=[CH:20][C:21]=1[O:26][CH3:27], predict the reactants needed to synthesize it. The reactants are: [C:1]([OH:8])(=O)[CH2:2][CH2:3][CH2:4][CH2:5][CH3:6].S(Cl)(Cl)=O.[NH2:13][C:14]1[S:15][C:16]([C:19]2[CH:24]=[CH:23][C:22]([OH:25])=[C:21]([O:26][CH3:27])[CH:20]=2)=[N:17][N:18]=1. (7) Given the product [O:1]=[CH:2][C@@H:3]([C@H:5]([C@@H:7]([C@@H:9]([CH2:11][OH:12])[OH:10])[OH:8])[OH:6])[OH:4].[OH:1][CH2:2][C:3]([C@H:5]([C@@H:7]([C@@H:9]([CH2:11][OH:12])[OH:10])[OH:8])[OH:6])=[O:4], predict the reactants needed to synthesize it. The reactants are: [O:1]=[CH:2][C@@H:3]([C@H:5]([C@@H:7]([C@@H:9]([CH2:11][OH:12])[OH:10])[OH:8])[OH:6])[OH:4].